This data is from Full USPTO retrosynthesis dataset with 1.9M reactions from patents (1976-2016). The task is: Predict the reactants needed to synthesize the given product. (1) Given the product [F:28][C:26]([C:22]1[S:21][C:20]2=[N:19][C:18]([C:16]3[O:17][C:13]4[C:14](=[C:9]([OH:8])[CH:10]=[C:11]([O:30][CH3:31])[CH:12]=4)[CH:15]=3)=[CH:25][N:24]2[N:23]=1)([F:29])[CH3:27], predict the reactants needed to synthesize it. The reactants are: C([O:8][C:9]1[C:14]2[CH:15]=[C:16]([C:18]3[N:19]=[C:20]4[N:24]([CH:25]=3)[N:23]=[C:22]([C:26]([F:29])([F:28])[CH3:27])[S:21]4)[O:17][C:13]=2[CH:12]=[C:11]([O:30][CH3:31])[CH:10]=1)C1C=CC=CC=1.CC1C(C)=C(C)C(C)=C(C)C=1.ClCCl.B(Cl)(Cl)Cl. (2) Given the product [NH2:18][C:16]1[NH:15][N:14]=[C:13]([NH:12][C:5]2[CH:6]=[C:7]([C:8]([F:11])([F:10])[F:9])[C:2]([C:52]3[CH:53]=[CH:54][C:49]([O:48][CH3:47])=[C:50]([S:64]([NH:67][CH:68]4[CH2:73][CH2:72][O:71][CH2:70][CH2:69]4)(=[O:66])=[O:65])[CH:51]=3)=[C:3]([Cl:19])[CH:4]=2)[N:17]=1, predict the reactants needed to synthesize it. The reactants are: Br[C:2]1[C:7]([C:8]([F:11])([F:10])[F:9])=[CH:6][C:5]([NH:12][C:13]2[N:17]=[C:16]([NH2:18])[NH:15][N:14]=2)=[CH:4][C:3]=1[Cl:19].CN1C(C)(C)CC(SC2C=CC(B3OC(C)(C)C(C)(C)O3)=CC=2)CC1(C)C.[CH3:47][O:48][C:49]1[CH:54]=[CH:53][C:52](B2OC(C)(C)C(C)(C)O2)=[CH:51][C:50]=1[S:64]([NH:67][CH:68]1[CH2:73][CH2:72][O:71][CH2:70][CH2:69]1)(=[O:66])=[O:65].C([O-])([O-])=O.[K+].[K+].